From a dataset of Forward reaction prediction with 1.9M reactions from USPTO patents (1976-2016). Predict the product of the given reaction. (1) Given the reactants [CH3:1][C:2]1[CH:6]=[C:5]([C:7]2[CH:12]=[CH:11][C:10]([C:13]([F:16])([F:15])[F:14])=[CH:9][CH:8]=2)[S:4][C:3]=1[CH:17]([CH3:20])[CH:18]=[O:19].[BH4-].[Na+], predict the reaction product. The product is: [CH3:1][C:2]1[CH:6]=[C:5]([C:7]2[CH:8]=[CH:9][C:10]([C:13]([F:16])([F:14])[F:15])=[CH:11][CH:12]=2)[S:4][C:3]=1[CH:17]([CH3:20])[CH2:18][OH:19]. (2) Given the reactants Cl[C:2]1[CH:3]=[CH:4][C:5](OCCCCCCC)=[C:6]([CH:32]=1)[C:7]([NH:9][C@@H:10]([CH2:14][C:15]1[CH:20]=[CH:19][C:18]([C:21]2[CH:26]=[CH:25][C:24](OC(F)(F)F)=[CH:23][CH:22]=2)=[CH:17][CH:16]=1)[C:11]([OH:13])=[O:12])=[O:8].[C:41]([C:45]1[CH:50]=[CH:49][C:48](B(O)O)=[CH:47][CH:46]=1)([CH3:44])([CH3:43])[CH3:42], predict the reaction product. The product is: [C:18]1([C:21]2[CH:22]=[CH:23][CH:24]=[CH:25][CH:26]=2)[CH:19]=[CH:20][C:15]([CH2:14][C@H:10]([NH:9][C:7]([C:6]2[CH:32]=[C:2]([C:48]3[CH:49]=[CH:50][C:45]([C:41]([CH3:44])([CH3:43])[CH3:42])=[CH:46][CH:47]=3)[CH:3]=[CH:4][CH:5]=2)=[O:8])[C:11]([OH:13])=[O:12])=[CH:16][CH:17]=1. (3) Given the reactants [O:1]([CH:8]([C:10]1[CH:18]=[CH:17][C:13]([C:14]([OH:16])=O)=[CH:12][N:11]=1)[CH3:9])[C:2]1[CH:7]=[CH:6][CH:5]=[CH:4][CH:3]=1.Cl.C(N=C=NCCCN(C)C)C.ON1C2C=CC=CC=2N=N1.C(N(CC)CC)C.[NH2:48][CH2:49][C:50]1[C:51]([OH:58])=[N:52][C:53]([CH3:57])=[CH:54][C:55]=1[CH3:56], predict the reaction product. The product is: [OH:58][C:51]1[C:50]([CH2:49][NH:48][C:14](=[O:16])[C:13]2[CH:17]=[CH:18][C:10]([CH:8]([O:1][C:2]3[CH:3]=[CH:4][CH:5]=[CH:6][CH:7]=3)[CH3:9])=[N:11][CH:12]=2)=[C:55]([CH3:56])[CH:54]=[C:53]([CH3:57])[N:52]=1. (4) Given the reactants [Br:1][C:2]1[N:7]=[C:6]([NH:8][C:9]2[CH:14]=[CH:13][C:12]([CH:15]3[CH2:18][N:17](C(OC(C)(C)C)=O)[CH2:16]3)=[CH:11][CH:10]=2)[C:5](=[O:26])[N:4]([CH3:27])[CH:3]=1.[ClH:28].O1CCOCC1, predict the reaction product. The product is: [ClH:28].[NH:17]1[CH2:18][CH:15]([C:12]2[CH:11]=[CH:10][C:9]([NH:8][C:6]3[C:5](=[O:26])[N:4]([CH3:27])[CH:3]=[C:2]([Br:1])[N:7]=3)=[CH:14][CH:13]=2)[CH2:16]1. (5) The product is: [N:22]1([C:28]([N:30]2[CH2:35][CH:34]([C:36]3[CH:41]=[CH:40][C:39]([C:42]([F:45])([F:43])[F:44])=[CH:38][CH:37]=3)[CH2:33][CH:32](/[CH:46]=[CH:9]/[C:10]3[CH:15]=[CH:14][C:13]([C:16]4[CH:17]=[CH:18][CH:19]=[CH:20][CH:21]=4)=[CH:12][N:11]=3)[CH2:31]2)=[O:29])[CH2:27][CH2:26][O:25][CH2:24][CH2:23]1. Given the reactants C(OP([CH2:9][C:10]1[CH:15]=[CH:14][C:13]([C:16]2[CH:21]=[CH:20][CH:19]=[CH:18][CH:17]=2)=[CH:12][N:11]=1)(=O)OCC)C.[N:22]1([C:28]([N:30]2[CH2:35][CH:34]([C:36]3[CH:41]=[CH:40][CH:39]([C:42]([F:45])([F:44])[F:43])[CH2:38][CH:37]=3)[CH2:33][CH:32]([CH:46]=O)[CH2:31]2)=[O:29])[CH2:27][CH2:26][O:25][CH2:24][CH2:23]1, predict the reaction product. (6) Given the reactants [O:1]1[CH2:6][CH2:5][CH2:4][O:3][CH:2]1[C:7]1[C:12]2[O:13][C:14](=[O:27])[C:15]3[CH2:16][N:17](C(OCC=C)=O)[CH2:18][CH2:19][C:20]=3[C:11]=2[CH:10]=[CH:9][C:8]=1[OH:28].C1([SiH3])C=CC=CC=1, predict the reaction product. The product is: [O:1]1[CH2:6][CH2:5][CH2:4][O:3][CH:2]1[C:7]1[C:12]2[O:13][C:14](=[O:27])[C:15]3[CH2:16][NH:17][CH2:18][CH2:19][C:20]=3[C:11]=2[CH:10]=[CH:9][C:8]=1[OH:28]. (7) Given the reactants [Br:1][C:2]1[CH:3]=[CH:4][C:5]([C:8]#N)=[N:6][CH:7]=1.[OH2:10].[OH-:11].[K+], predict the reaction product. The product is: [Br:1][C:2]1[CH:3]=[CH:4][C:5]([C:8]([OH:11])=[O:10])=[N:6][CH:7]=1.